Dataset: Catalyst prediction with 721,799 reactions and 888 catalyst types from USPTO. Task: Predict which catalyst facilitates the given reaction. (1) Reactant: [C:1]([O:5][C:6](=[O:27])[CH:7]([C:15]1[CH:20]=[C:19]([C:21]([O:23][CH3:24])=[O:22])[C:18]([F:25])=[CH:17][C:16]=1[NH2:26])[C:8]([O:10][C:11]([CH3:14])([CH3:13])[CH3:12])=[O:9])([CH3:4])([CH3:3])[CH3:2].[CH2:28]([O:35][C:36]([N:38]1[CH2:43][CH2:42][C:41](=O)[CH2:40][CH2:39]1)=[O:37])[C:29]1[CH:34]=[CH:33][CH:32]=[CH:31][CH:30]=1.C(O)(=O)C.C(O[BH-](OC(=O)C)OC(=O)C)(=O)C.[Na+]. Product: [C:11]([O:10][C:8](=[O:9])[CH:7]([C:15]1[CH:20]=[C:19]([C:21]([O:23][CH3:24])=[O:22])[C:18]([F:25])=[CH:17][C:16]=1[NH:26][CH:41]1[CH2:42][CH2:43][N:38]([C:36]([O:35][CH2:28][C:29]2[CH:30]=[CH:31][CH:32]=[CH:33][CH:34]=2)=[O:37])[CH2:39][CH2:40]1)[C:6]([O:5][C:1]([CH3:2])([CH3:3])[CH3:4])=[O:27])([CH3:14])([CH3:13])[CH3:12]. The catalyst class is: 26. (2) Reactant: C1C=CC2N(O)N=NC=2C=1.CCN=C=NCCCN(C)C.CCN(C(C)C)C(C)C.[OH:31][NH:32][C:33]([N:35]1[CH2:40][CH2:39][CH:38]([C@H:41]([CH3:45])[CH2:42][CH2:43][OH:44])[CH2:37][CH2:36]1)=[NH:34].[C:46]([O:50][C:51]([N:53]1[CH2:57][CH2:56][CH2:55][CH:54]1[C:58](O)=O)=[O:52])([CH3:49])([CH3:48])[CH3:47]. Product: [C:46]([O:50][C:51]([N:53]1[CH2:57][CH2:56][CH2:55][CH:54]1[C:58]1[O:31][N:32]=[C:33]([N:35]2[CH2:40][CH2:39][CH:38]([C@H:41]([CH3:45])[CH2:42][CH2:43][OH:44])[CH2:37][CH2:36]2)[N:34]=1)=[O:52])([CH3:49])([CH3:47])[CH3:48]. The catalyst class is: 3.